This data is from Full USPTO retrosynthesis dataset with 1.9M reactions from patents (1976-2016). The task is: Predict the reactants needed to synthesize the given product. Given the product [F:17][C:2]([F:1])([S:13]([O-:16])(=[O:15])=[O:14])[C:3]([F:11])([F:12])[C:4]([F:10])([F:9])[C:5]([F:8])([F:7])[F:6].[CH:52]([O:54][CH:55]([CH2:56][CH2:57][CH2:58][CH3:59])[CH2:46][CH2:47][CH2:38][O:41][SH+:25]([C:22]1[CH:21]=[CH:20][CH:19]=[CH:24][CH:23]=1)([C:26]1[CH:27]=[CH:28][CH:29]=[CH:30][CH:31]=1)[C:32]1[CH:33]=[CH:34][CH:35]=[CH:36][CH:37]=1)=[CH2:53], predict the reactants needed to synthesize it. The reactants are: [F:1][C:2]([F:17])([S:13]([O-:16])(=[O:15])=[O:14])[C:3]([F:12])([F:11])[C:4]([F:10])([F:9])[C:5]([F:8])([F:7])[F:6].O[C:19]1[CH:24]=[CH:23][C:22]([S+:25]([C:32]2[CH:37]=[CH:36][CH:35]=[CH:34][CH:33]=2)[C:26]2[CH:31]=[CH:30][CH:29]=[CH:28][CH:27]=2)=[CH:21][CH:20]=1.[C:38](=[O:41])([O-])[O-].[K+].[K+].CN(C)[CH2:46][CH2:47]N(C)C.[CH:52]([O:54][CH2:55][CH2:56][CH2:57][CH2:58][CH2:59]CCCCl)=[CH2:53].